From a dataset of Catalyst prediction with 721,799 reactions and 888 catalyst types from USPTO. Predict which catalyst facilitates the given reaction. (1) Reactant: [Si:1]([O:8][CH2:9][C:10]1[N:11]=[CH:12][S:13][CH:14]=1)([C:4]([CH3:7])([CH3:6])[CH3:5])([CH3:3])[CH3:2].[Li]CCCC.[I:20]I. Product: [Si:1]([O:8][CH2:9][C:10]1[N:11]=[C:12]([I:20])[S:13][CH:14]=1)([C:4]([CH3:7])([CH3:5])[CH3:6])([CH3:2])[CH3:3]. The catalyst class is: 1. (2) Reactant: [C:1]([O:5][C:6](=[O:27])[C:7]([S:10][C:11]1[S:12][CH:13]=[C:14]([CH2:16][CH2:17][NH:18][C:19]2[N:24]=[CH:23][C:22]([CH2:25][CH3:26])=[CH:21][N:20]=2)[N:15]=1)([CH3:9])[CH3:8])([CH3:4])([CH3:3])[CH3:2].Cl[CH2:29][C:30]1[CH:31]=[CH:32][C:33]([C:36]2[CH:41]=[CH:40][CH:39]=[CH:38][CH:37]=2)=[N:34][CH:35]=1.CC(C)([O-])C.[K+].O. Product: [C:1]([O:5][C:6](=[O:27])[C:7]([S:10][C:11]1[S:12][CH:13]=[C:14]([CH2:16][CH2:17][N:18]([C:19]2[N:20]=[CH:21][C:22]([CH2:25][CH3:26])=[CH:23][N:24]=2)[CH2:29][C:30]2[CH:35]=[N:34][C:33]([C:36]3[CH:37]=[CH:38][CH:39]=[CH:40][CH:41]=3)=[CH:32][CH:31]=2)[N:15]=1)([CH3:9])[CH3:8])([CH3:2])([CH3:3])[CH3:4]. The catalyst class is: 9. (3) Reactant: C([O:3][C:4]([C:6]1([C:9]2[CH:14]=[CH:13][C:12]([C:15]3[CH:20]=[CH:19][C:18]([C:21]4[O:25][N:24]=[C:23]([CH3:26])[C:22]=4[CH:27]([C:29]4[CH:30]=[C:31]([C:35]5[CH:40]=[CH:39][CH:38]=[CH:37][CH:36]=5)[CH:32]=[CH:33][CH:34]=4)[OH:28])=[CH:17][CH:16]=3)=[CH:11][CH:10]=2)[CH2:8][CH2:7]1)=[O:5])C.CCO.[OH-].[Na+]. Product: [C:31]1([C:35]2[CH:36]=[CH:37][CH:38]=[CH:39][CH:40]=2)[CH:32]=[CH:33][CH:34]=[C:29]([CH:27]([OH:28])[C:22]2[C:23]([CH3:26])=[N:24][O:25][C:21]=2[C:18]2[CH:17]=[CH:16][C:15]([C:12]3[CH:13]=[CH:14][C:9]([C:6]4([C:4]([OH:5])=[O:3])[CH2:8][CH2:7]4)=[CH:10][CH:11]=3)=[CH:20][CH:19]=2)[CH:30]=1. The catalyst class is: 1. (4) Reactant: [CH3:1][O:2][CH2:3][CH2:4][CH2:5][OH:6].[C:7]1([CH3:17])[CH:12]=[CH:11][C:10]([S:13](Cl)(=[O:15])=[O:14])=[CH:9][CH:8]=1. Product: [CH3:17][C:7]1[CH:12]=[CH:11][C:10]([S:13]([O:6][CH2:5][CH2:4][CH2:3][O:2][CH3:1])(=[O:15])=[O:14])=[CH:9][CH:8]=1. The catalyst class is: 341. (5) Reactant: C(OC([N:8]1[C:16]2[C:11](=[CH:12][CH:13]=[C:14]3[CH:20]=C[C:18]([Cl:21])=[CH:17][C:15]3=2)[C:10]([C:22](OC(C)(C)C)=[O:23])=[C:9]1[CH2:29][N:30]([CH3:32])[NH2:31])=O)(C)(C)C.C([N:35](CC)CC)C.C1C=CC2N(O)N=NC=2C=1.CCN=C=NCCCN(C)C.Cl. Product: [Cl:21][C:18]1[N:35]=[CH:20][C:14]2[C:15]([CH:17]=1)=[C:16]1[C:11](=[CH:12][CH:13]=2)[C:10]2[C:22](=[O:23])[NH:31][N:30]([CH3:32])[CH2:29][C:9]=2[NH:8]1. The catalyst class is: 89.